This data is from Reaction yield outcomes from USPTO patents with 853,638 reactions. The task is: Predict the reaction yield, written as a fraction of the theoretical maximum amount of product (1.0 means a 100% yield; for example, 0.34 means a 34% yield). (1) The reactants are [OH:1][C:2]1[CH:7]=[CH:6][C:5]([O:8][C:9]2[CH:14]=[CH:13][CH:12]=[CH:11][CH:10]=2)=[CH:4][C:3]=1[C:15](=[O:17])[CH3:16].[O:18]1[CH2:23][CH2:22][CH2:21][C:20](=O)[CH2:19]1.N1CCCC1. The catalyst is C1(C)C=CC=CC=1. The product is [O:8]([C:5]1[CH:4]=[C:3]2[C:2](=[CH:7][CH:6]=1)[O:1][C:20]1([CH2:21][CH2:22][CH2:23][O:18][CH2:19]1)[CH2:16][C:15]2=[O:17])[C:9]1[CH:14]=[CH:13][CH:12]=[CH:11][CH:10]=1. The yield is 0.520. (2) The catalyst is CN(C)C=O. The reactants are [C:1]([C:3]([C:9]#[N:10])=[C:4]([C:7]#[N:8])[C:5]#[N:6])#N.[CH2:11]([O:18][C:19]1[CH:20]=[C:21]([N:32]([CH2:37][CH2:38][CH2:39][CH3:40])[CH2:33][CH2:34][CH2:35][CH3:36])[CH:22]=[CH:23][C:24]=1[CH:25]=[CH:26][C:27]1[S:28]C=[CH:30][CH:31]=1)[C:12]1[CH:17]=[CH:16][CH:15]=[CH:14][CH:13]=1.O.C(Cl)(Cl)Cl. The product is [CH2:11]([O:18][C:19]1[CH:20]=[C:21]([N:32]([CH2:37][CH2:38][CH2:39][CH3:40])[CH2:33][CH2:34][CH2:35][CH3:36])[CH:22]=[CH:23][C:24]=1[CH:25]=[CH:26][C:27]1[S:28][C:1]([C:3](=[C:4]([C:7]#[N:8])[C:5]#[N:6])[C:9]#[N:10])=[CH:30][CH:31]=1)[C:12]1[CH:13]=[CH:14][CH:15]=[CH:16][CH:17]=1. The yield is 0.317. (3) The reactants are [NH2:1][CH:2]1[CH2:7][CH2:6][N:5]([CH2:8][CH2:9][N:10]2[C:15]3[CH:16]=[C:17]([C:20]#[N:21])[CH:18]=[CH:19][C:14]=3[O:13][CH2:12][C:11]2=[O:22])[CH2:4][CH2:3]1.[O:23]=[C:24]1[CH2:29][O:28][C:27]2[CH:30]=[CH:31][C:32]([CH:34]=O)=[N:33][C:26]=2[NH:25]1.C([BH3-])#N.[Na+]. No catalyst specified. The product is [O:22]=[C:11]1[N:10]([CH2:9][CH2:8][N:5]2[CH2:6][CH2:7][CH:2]([NH:1][CH2:34][C:32]3[CH:31]=[CH:30][C:27]4[O:28][CH2:29][C:24](=[O:23])[NH:25][C:26]=4[N:33]=3)[CH2:3][CH2:4]2)[C:15]2[CH:16]=[C:17]([C:20]#[N:21])[CH:18]=[CH:19][C:14]=2[O:13][CH2:12]1. The yield is 0.190. (4) The reactants are [CH3:1][O:2][C:3]1[CH:4]=[C:5]2[CH:11]=[CH:10][N:9]([S:12]([C:15]3[CH:20]=[CH:19][CH:18]=[CH:17][CH:16]=3)(=[O:14])=[O:13])[C:6]2=[N:7][CH:8]=1.[CH:21]([N-]C(C)C)(C)C.[Li+].C(NC(C)C)(C)C.CI. The catalyst is C1COCC1. The product is [CH3:1][O:2][C:3]1[CH:4]=[C:5]2[CH:11]=[C:10]([CH3:21])[N:9]([S:12]([C:15]3[CH:16]=[CH:17][CH:18]=[CH:19][CH:20]=3)(=[O:14])=[O:13])[C:6]2=[N:7][CH:8]=1. The yield is 0.850. (5) The product is [CH:1]1([CH2:6][C@H:7]([C:11]2[CH:16]=[CH:15][C:14]([S:17][CH3:18])=[CH:13][CH:12]=2)[C:8]([NH:46][C:47]2[CH:52]=[N:51][CH:50]=[CH:49][N:48]=2)=[O:10])[CH2:2][CH2:3][CH2:4][CH2:5]1. The reactants are [CH:1]1([CH2:6][C@H:7]([C:11]2[CH:16]=[CH:15][C:14]([S:17][CH3:18])=[CH:13][CH:12]=2)[C:8]([OH:10])=O)[CH2:5][CH2:4][CH2:3][CH2:2]1.C1(P(C2C=CC=CC=2)C2C=CC=CC=2)C=CC=CC=1.BrN1C(=O)CCC1=O.[NH2:46][C:47]1[CH:52]=[N:51][CH:50]=[CH:49][N:48]=1. The yield is 0.150. The catalyst is C(Cl)Cl. (6) The reactants are [CH3:1][C:2]1[N:7]=[CH:6][C:5]([C:8]2[C:9](=[O:34])[NH:10][C:11](=[O:33])[N:12]([CH2:14][CH2:15][CH2:16][N:17]3[CH2:22][C@H:21]4[C@:19]([C:23]5[CH:28]=[CH:27][C:26]([C:29]([F:32])([F:31])[F:30])=[CH:25][CH:24]=5)([CH2:20]4)[CH2:18]3)[CH:13]=2)=[CH:4][CH:3]=1.[ClH:35]. The catalyst is O1CCOCC1. The product is [ClH:35].[ClH:35].[CH3:1][C:2]1[N:7]=[CH:6][C:5]([C:8]2[C:9](=[O:34])[NH:10][C:11](=[O:33])[N:12]([CH2:14][CH2:15][CH2:16][N:17]3[CH2:22][C@H:21]4[C@:19]([C:23]5[CH:24]=[CH:25][C:26]([C:29]([F:32])([F:31])[F:30])=[CH:27][CH:28]=5)([CH2:20]4)[CH2:18]3)[CH:13]=2)=[CH:4][CH:3]=1. The yield is 0.344.